This data is from Catalyst prediction with 721,799 reactions and 888 catalyst types from USPTO. The task is: Predict which catalyst facilitates the given reaction. (1) Reactant: [N+:1]([C:4]1[N:5]=[CH:6][N:7]([CH2:9][C:10]([O:12][CH2:13][CH3:14])=[O:11])[CH:8]=1)([O-])=O. Product: [NH2:1][C:4]1[N:5]=[CH:6][N:7]([CH2:9][C:10]([O:12][CH2:13][CH3:14])=[O:11])[CH:8]=1. The catalyst class is: 19. (2) Reactant: [NH:1]1[C:5]2[CH:6]=[CH:7][CH:8]=[CH:9][C:4]=2[N:3]=[C:2]1[CH2:10][N:11]1[C@@H:23]2[C@H:14]([CH2:15][CH2:16][C:17]3[CH:18]=[CH:19][CH:20]=[N:21][C:22]=32)[CH2:13][CH2:12]1.C(=O)([O-])[O-].[K+].[K+].Cl.Cl[CH2:32][CH2:33][CH2:34][N:35]1[CH2:40][CH2:39][CH2:38][CH2:37][CH2:36]1.[I-].[K+]. Product: [N:35]1([CH2:34][CH2:33][CH2:32][N:1]2[C:5]3[CH:6]=[CH:7][CH:8]=[CH:9][C:4]=3[N:3]=[C:2]2[CH2:10][N:11]2[C@@H:23]3[C@H:14]([CH2:15][CH2:16][C:17]4[CH:18]=[CH:19][CH:20]=[N:21][C:22]=43)[CH2:13][CH2:12]2)[CH2:40][CH2:39][CH2:38][CH2:37][CH2:36]1. The catalyst class is: 9. (3) Reactant: [CH2:1]([C:8]1[CH:20]=[CH:19][C:11]([O:12][CH2:13][C@H:14]2[CH2:18][CH2:17][CH2:16][NH:15]2)=[CH:10][CH:9]=1)[C:2]1[CH:7]=[CH:6][CH:5]=[CH:4][CH:3]=1.C(N(CC)CC)C.Br[CH2:29][CH2:30][C:31]([O:33][CH3:34])=[O:32]. Product: [CH3:34][O:33][C:31](=[O:32])[CH2:30][CH2:29][N:15]1[CH2:16][CH2:17][CH2:18][C@@H:14]1[CH2:13][O:12][C:11]1[CH:19]=[CH:20][C:8]([CH2:1][C:2]2[CH:3]=[CH:4][CH:5]=[CH:6][CH:7]=2)=[CH:9][CH:10]=1. The catalyst class is: 3. (4) Reactant: [CH3:1][C:2]1[CH:3]=[C:4]([C:8](=[O:10])[CH3:9])[CH:5]=[N:6][CH:7]=1.[BrH:11].BrBr.C(OCC)C. Product: [BrH:11].[Br:11][CH2:9][C:8]([C:4]1[CH:5]=[N:6][CH:7]=[C:2]([CH3:1])[CH:3]=1)=[O:10]. The catalyst class is: 15. (5) Reactant: C(=O)([O-])[O-].[K+].[K+].F[C:8]1[CH:15]=[CH:14][C:11]([CH:12]=[O:13])=[CH:10][CH:9]=1.[C:16]([O:20][C:21]([NH:23][CH:24]([C:28]1[CH:33]=[CH:32][C:31]([OH:34])=[CH:30][CH:29]=1)[C:25]([OH:27])=[O:26])=[O:22])([CH3:19])([CH3:18])[CH3:17]. Product: [C:16]([O:20][C:21]([NH:23][CH:24]([C:28]1[CH:33]=[CH:32][C:31]([O:34][C:8]2[CH:15]=[CH:14][C:11]([CH:12]=[O:13])=[CH:10][CH:9]=2)=[CH:30][CH:29]=1)[C:25]([OH:27])=[O:26])=[O:22])([CH3:19])([CH3:17])[CH3:18]. The catalyst class is: 18. (6) Reactant: [CH3:1][N:2]1[C:7]([CH:8]2[CH2:12][CH2:11][NH:10][CH2:9]2)=[CH:6][C:5]([C:13]2[CH:18]=[CH:17][N:16]=[CH:15][CH:14]=2)=[C:4]([C:19]2[CH:28]=[CH:27][C:26]3[C:21](=[CH:22][CH:23]=[CH:24][CH:25]=3)[CH:20]=2)[C:3]1=[O:29].CN1C(=O)C(C2C=CC3C(=CC=CC=3)C=2)=C(C2C=CN=CC=2)C=C1C1CCNCC1.[CH3:60][CH:61]1[CH2:63][O:62]1. Product: [OH:62][CH:61]([CH3:63])[CH2:60][N:10]1[CH2:11][CH2:12][CH:8]([C:7]2[N:2]([CH3:1])[C:3](=[O:29])[C:4]([C:19]3[CH:28]=[CH:27][C:26]4[C:21](=[CH:22][CH:23]=[CH:24][CH:25]=4)[CH:20]=3)=[C:5]([C:13]3[CH:18]=[CH:17][N:16]=[CH:15][CH:14]=3)[CH:6]=2)[CH2:9]1. The catalyst class is: 3.